This data is from Full USPTO retrosynthesis dataset with 1.9M reactions from patents (1976-2016). The task is: Predict the reactants needed to synthesize the given product. (1) Given the product [C:24]([C@H:22]([OH:23])[C@H:21]([NH:20][C:19]([C:15]1[CH:14]=[C:13]([C:8]2[CH:9]=[CH:10][CH:11]=[CH:12][C:7]=2[C:6]([OH:38])=[O:5])[CH:18]=[CH:17][N:16]=1)=[O:37])[CH2:29][C:30]1[CH:35]=[CH:34][CH:33]=[CH:32][C:31]=1[Cl:36])([OH:26])=[O:25].[C:39]([OH:45])([C:41]([F:44])([F:43])[F:42])=[O:40], predict the reactants needed to synthesize it. The reactants are: C([O:5][C:6](=[O:38])[C:7]1[CH:12]=[CH:11][CH:10]=[CH:9][C:8]=1[C:13]1[CH:18]=[CH:17][N:16]=[C:15]([C:19](=[O:37])[NH:20][C@H:21]([CH2:29][C:30]2[CH:35]=[CH:34][CH:33]=[CH:32][C:31]=2[Cl:36])[C@H:22]([C:24]([O:26]CC)=[O:25])[OH:23])[CH:14]=1)(C)(C)C.[C:39]([OH:45])([C:41]([F:44])([F:43])[F:42])=[O:40].C(Cl)Cl.[OH-].[Na+]. (2) Given the product [F:29][C:12]1[CH:11]=[N:10][C:9]2[O:8][C@@H:7]([CH3:30])[C:6](=[O:5])[N:15]([CH:16]3[CH2:21][CH2:20][NH:19][CH2:18][CH2:17]3)[C:14]=2[CH:13]=1, predict the reactants needed to synthesize it. The reactants are: C([O:5][C:6](=O)[C@H:7]([CH3:30])[O:8][C:9]1[C:14]([NH:15][CH:16]2[CH2:21][CH2:20][N:19](C(OC(C)(C)C)=O)[CH2:18][CH2:17]2)=[CH:13][C:12]([F:29])=[CH:11][N:10]=1)(C)(C)C. (3) Given the product [C:20]([O:19][C:17]([N:6]1[CH2:7][CH:8]([CH2:10][CH2:11][C:12]([F:15])([F:16])[CH2:13][CH3:14])[CH2:9][CH:5]1[C:3]([OH:4])=[O:2])=[O:18])([CH3:21])([CH3:22])[CH3:23], predict the reactants needed to synthesize it. The reactants are: C[O:2][C:3]([CH:5]1[CH2:9][CH:8]([CH2:10][CH2:11][C:12]([F:16])([F:15])[CH2:13][CH3:14])[CH2:7][N:6]1[C:17]([O:19][C:20]([CH3:23])([CH3:22])[CH3:21])=[O:18])=[O:4].O.[OH-].[Li+]. (4) Given the product [F:19][C:20]1[CH:25]=[CH:24][C:23]([C:2]2[N:6]3[CH:7]=[CH:8][CH:9]=[N:10][C:5]3=[N:4][C:3]=2[C:11]2[CH:18]=[CH:17][C:14]([CH:15]=[O:16])=[CH:13][CH:12]=2)=[CH:22][CH:21]=1, predict the reactants needed to synthesize it. The reactants are: Br[C:2]1[N:6]2[CH:7]=[CH:8][CH:9]=[N:10][C:5]2=[N:4][C:3]=1[C:11]1[CH:18]=[CH:17][C:14]([CH:15]=[O:16])=[CH:13][CH:12]=1.[F:19][C:20]1[CH:25]=[CH:24][C:23](B(O)O)=[CH:22][CH:21]=1.C([O-])([O-])=O.[K+].[K+].O.C(O)C.